From a dataset of Forward reaction prediction with 1.9M reactions from USPTO patents (1976-2016). Predict the product of the given reaction. (1) The product is: [C:17]([CH2:16][CH2:15][CH2:14][C:13]1[C:12]2[C:7](=[CH:8][CH:9]=[CH:10][CH:11]=2)[N:6]([CH2:22][C:23]2[C:32]3[C:27](=[CH:28][CH:29]=[CH:30][CH:31]=3)[CH:26]=[CH:25][CH:24]=2)[C:5]=1[C:3]([OH:2])=[O:4])([OH:19])=[O:18]. Given the reactants C[O:2][C:3]([C:5]1[NH:6][C:7]2[C:12]([C:13]=1[CH2:14][CH2:15][CH2:16][C:17]([O:19]C)=[O:18])=[CH:11][CH:10]=[CH:9][CH:8]=2)=[O:4].Br[CH2:22][C:23]1[C:32]2[C:27](=[CH:28][CH:29]=[CH:30][CH:31]=2)[CH:26]=[CH:25][CH:24]=1, predict the reaction product. (2) Given the reactants [OH:1][C:2](C(F)(F)F)=[O:3].[NH2:8][C@H:9]1[CH2:14][CH2:13][CH2:12][CH2:11][C@H:10]1[NH:15][C:16]1[CH:17]=[C:18]([NH:25][C:26]2[N:31]=[C:30]([CH3:32])[C:29]([C:33](O)=[O:34])=[CH:28][CH:27]=2)[C:19]([C:22](=[O:24])[NH2:23])=[N:20][CH:21]=1.[CH3:36][NH:37][CH3:38].CCN([CH:45]([CH3:47])[CH3:46])C(C)C.[CH3:48]CCP1(OP(CCC)(=O)OP(CCC)(=O)O1)=O, predict the reaction product. The product is: [C:22]([C:19]1[N:20]=[CH:21][C:16]([NH:15][C@@H:10]2[CH2:11][CH2:12][CH2:13][CH2:14][C@@H:9]2[NH:8][C:2](=[O:1])[O:3][C:45]([CH3:47])([CH3:48])[CH3:46])=[CH:17][C:18]=1[NH:25][C:26]1[CH:27]=[CH:28][C:29]([C:33](=[O:34])[N:37]([CH3:38])[CH3:36])=[C:30]([CH3:32])[N:31]=1)(=[O:24])[NH2:23]. (3) Given the reactants C([CH:5]1[C:8]2([CH2:13][CH2:12][NH:11][CH2:10][CH2:9]2)[CH2:7][NH:6]1)(C)(C)C.Cl[C:15]1[CH:24]=[CH:23][C:18]([C:19]([O:21][CH3:22])=[O:20])=[CH:17][N:16]=1.[CH3:25]CN(CC)CC.CC[O:34][C:35](C)=[O:36].CN1[CH2:43][CH2:42][CH2:41]C1, predict the reaction product. The product is: [CH3:22][O:21][C:19]([C:18]1[CH:23]=[CH:24][C:15]([N:11]2[CH2:10][CH2:9][C:8]3([CH2:5][N:6]([C:35]([O:36][C:42]([CH3:41])([CH3:43])[CH3:25])=[O:34])[CH2:7]3)[CH2:13][CH2:12]2)=[N:16][CH:17]=1)=[O:20].